Dataset: Reaction yield outcomes from USPTO patents with 853,638 reactions. Task: Predict the reaction yield, written as a fraction of the theoretical maximum amount of product (1.0 means a 100% yield; for example, 0.34 means a 34% yield). (1) The reactants are [CH3:1][N:2]([CH3:33])[C:3]([C:5]1[CH:10]=[CH:9][C:8]([CH:11]2[CH:20]([C:21]3[N:22]([CH3:26])[CH:23]=[CH:24][N:25]=3)[C:19](=O)[C:18]3[C:17]([C:28](OCC)=[O:29])=[CH:16][CH:15]=[CH:14][C:13]=3[NH:12]2)=[CH:7][CH:6]=1)=[O:4].O.[NH2:35][NH2:36]. No catalyst specified. The product is [CH3:33][N:2]([CH3:1])[C:3](=[O:4])[C:5]1[CH:6]=[CH:7][C:8]([CH:11]2[NH:12][C:13]3[C:18]4[C:19](=[N:35][NH:36][C:28](=[O:29])[C:17]=4[CH:16]=[CH:15][CH:14]=3)[CH:20]2[C:21]2[N:22]([CH3:26])[CH:23]=[CH:24][N:25]=2)=[CH:9][CH:10]=1. The yield is 0.190. (2) The reactants are [Cl:1][C:2]1[CH:10]=[C:9]2[C:5]([C:6]([C:11](=[O:16])[C:12]([F:15])([F:14])[F:13])=[CH:7][NH:8]2)=[CH:4][CH:3]=1.N1C=CC=CC=1.[F:23][C:24]1[CH:25]=[C:26](B(O)O)[CH:27]=[C:28]([F:30])[CH:29]=1. The catalyst is C(Cl)Cl.CC([O-])=O.CC([O-])=O.[Cu+2]. The product is [Cl:1][C:2]1[CH:10]=[C:9]2[C:5]([C:6]([C:11](=[O:16])[C:12]([F:13])([F:14])[F:15])=[CH:7][N:8]2[C:26]2[CH:25]=[C:24]([F:23])[CH:29]=[C:28]([F:30])[CH:27]=2)=[CH:4][CH:3]=1. The yield is 0.710. (3) The reactants are [H-].[Na+].[CH3:3][N:4]1[CH2:9][CH2:8][NH:7][CH2:6][CH2:5]1.CS(O[CH2:15][C@@H:16]1[C@@H:25]([CH3:26])[C@H:24]([C:27]([C:29]2[CH:34]=[C:33]([O:35][CH3:36])[CH:32]=[C:31]([O:37][CH3:38])[CH:30]=2)=[O:28])[C@:23]2([CH3:39])[C@H:18]([C:19]([CH3:41])([CH3:40])[CH2:20][CH2:21][CH2:22]2)[CH2:17]1)(=O)=O.C([O-])(O)=O.[Na+]. The catalyst is CN(C=O)C.CCOCC. The product is [CH3:38][O:37][C:31]1[CH:30]=[C:29]([C:27]([C@@H:24]2[C@:23]3([CH3:39])[C@H:18]([C:19]([CH3:41])([CH3:40])[CH2:20][CH2:21][CH2:22]3)[CH2:17][C@H:16]([CH2:15][N:7]3[CH2:8][CH2:9][N:4]([CH3:3])[CH2:5][CH2:6]3)[C@H:25]2[CH3:26])=[O:28])[CH:34]=[C:33]([O:35][CH3:36])[CH:32]=1. The yield is 0.530.